This data is from Full USPTO retrosynthesis dataset with 1.9M reactions from patents (1976-2016). The task is: Predict the reactants needed to synthesize the given product. (1) Given the product [ClH:1].[Cl:24][C:25]1[CH:33]=[CH:32][C:28]([C:29]([N:10]2[CH2:11][CH2:12][C:7]3[NH:6][C:5]4[N:13]=[CH:14][C:2]([Cl:1])=[CH:3][C:4]=4[C:8]=3[CH2:9]2)=[O:30])=[CH:27][CH:26]=1, predict the reactants needed to synthesize it. The reactants are: [Cl:1][C:2]1[CH:14]=[N:13][C:5]2[NH:6][C:7]3[CH2:12][CH2:11][NH:10][CH2:9][C:8]=3[C:4]=2[CH:3]=1.CCN(C(C)C)C(C)C.[Cl:24][C:25]1[CH:33]=[CH:32][C:28]([C:29](Cl)=[O:30])=[CH:27][CH:26]=1. (2) Given the product [Cl:12][C:5]1[CH:6]=[CH:7][C:8]([CH2:10][N:25]2[C:26]3[C:31](=[CH:30][CH:29]=[CH:28][CH:27]=3)[C@:23]3([CH2:22][C@H:21]3[C:18]3[CH:17]=[CH:16][C:15]([Cl:14])=[CH:20][CH:19]=3)[C:24]2=[O:32])=[CH:9][C:4]=1[C:3]([OH:2])=[O:13], predict the reactants needed to synthesize it. The reactants are: C[O:2][C:3](=[O:13])[C:4]1[CH:9]=[C:8]([CH2:10]Br)[CH:7]=[CH:6][C:5]=1[Cl:12].[Cl:14][C:15]1[CH:20]=[CH:19][C:18]([C@H:21]2[C@@:23]3([C:31]4[C:26](=[CH:27][CH:28]=[CH:29][CH:30]=4)[NH:25][C:24]3=[O:32])[CH2:22]2)=[CH:17][CH:16]=1. (3) Given the product [CH3:1][C:2]1[C:6]([C:7]([NH:9][N:10]2[CH2:11][CH2:12][CH2:13][CH2:14][CH2:15]2)=[O:8])=[N:5][N:4]([C:16]2[CH:17]=[CH:18][C:19]([Cl:23])=[CH:20][C:21]=2[Cl:22])[C:3]=1[C:24]1[CH:25]=[CH:26][C:27]([Cl:30])=[CH:28][CH:29]=1, predict the reactants needed to synthesize it. The reactants are: [CH3:1][C:2]1[C:6]([C:7]([NH:9][N:10]2[CH2:15][CH2:14][CH2:13][CH2:12][CH2:11]2)=[O:8])=[N:5][N:4]([C:16]2[CH:17]=[CH:18][C:19]([Cl:23])=[CH:20][C:21]=2[Cl:22])[C:3]=1[C:24]1[CH:25]=[CH:26][C:27]([Cl:30])=[CH:28][CH:29]=1.Cl.[OH-].[K+]. (4) Given the product [Cl:12][C:13]1[CH:14]=[C:15]([CH:18]=[CH:19][C:20]=1[Cl:21])[CH2:16][NH:17][C:2]1[CH:3]=[C:4]([CH3:11])[C:5]2[N:6]([CH:8]=[CH:9][N:10]=2)[N:7]=1, predict the reactants needed to synthesize it. The reactants are: Cl[C:2]1[CH:3]=[C:4]([CH3:11])[C:5]2[N:6]([CH:8]=[CH:9][N:10]=2)[N:7]=1.[Cl:12][C:13]1[CH:14]=[C:15]([CH:18]=[CH:19][C:20]=1[Cl:21])[CH2:16][NH2:17].CC(C)([O-])C.[Na+].C1C=CC(P(C2C=CC3C(=CC=CC=3)C=2C2C3C(=CC=CC=3)C=CC=2P(C2C=CC=CC=2)C2C=CC=CC=2)C2C=CC=CC=2)=CC=1.Cl. (5) Given the product [Cl:1][C:2]1[CH:3]=[C:4]([C:9]2[O:13][C:12]([CH2:14][CH2:15][NH:16][C:17]([C:19]3[NH:23][N:22]=[C:21]([C:24]([N:33]4[CH2:34][CH2:35][N:30]([CH2:29][CH2:28][OH:27])[CH2:31][CH2:32]4)=[O:26])[CH:20]=3)=[O:18])=[CH:11][CH:10]=2)[CH:5]=[CH:6][C:7]=1[Cl:8], predict the reactants needed to synthesize it. The reactants are: [Cl:1][C:2]1[CH:3]=[C:4]([C:9]2[O:13][C:12]([CH2:14][CH2:15][NH:16][C:17]([C:19]3[NH:23][N:22]=[C:21]([C:24]([OH:26])=O)[CH:20]=3)=[O:18])=[CH:11][CH:10]=2)[CH:5]=[CH:6][C:7]=1[Cl:8].[OH:27][CH2:28][CH2:29][N:30]1[CH2:35][CH2:34][NH:33][CH2:32][CH2:31]1. (6) Given the product [Br:18][C:19]1[CH:20]=[CH:21][C:22]([N:25]2[CH2:30][CH2:29][N:28]([CH2:2][C:3]3[N:7]([CH2:8][CH3:9])[N:6]([C:10]4[CH:15]=[CH:14][CH:13]=[CH:12][CH:11]=4)[C:5](=[O:16])[C:4]=3[Cl:17])[CH2:27][CH2:26]2)=[CH:23][CH:24]=1, predict the reactants needed to synthesize it. The reactants are: Br[CH2:2][C:3]1[N:7]([CH2:8][CH3:9])[N:6]([C:10]2[CH:15]=[CH:14][CH:13]=[CH:12][CH:11]=2)[C:5](=[O:16])[C:4]=1[Cl:17].[Br:18][C:19]1[CH:24]=[CH:23][C:22]([N:25]2[CH2:30][CH2:29][NH:28][CH2:27][CH2:26]2)=[CH:21][CH:20]=1.